From a dataset of Peptide-MHC class I binding affinity with 185,985 pairs from IEDB/IMGT. Regression. Given a peptide amino acid sequence and an MHC pseudo amino acid sequence, predict their binding affinity value. This is MHC class I binding data. (1) The peptide sequence is IIEEMIKKSEI. The MHC is Mamu-A02 with pseudo-sequence Mamu-A02. The binding affinity (normalized) is 0.0836. (2) The peptide sequence is HTQGFFPDW. The MHC is HLA-B58:02 with pseudo-sequence HLA-B58:02. The binding affinity (normalized) is 0.225. (3) The peptide sequence is VKINIFPLY. The MHC is HLA-B51:01 with pseudo-sequence HLA-B51:01. The binding affinity (normalized) is 0.0847. (4) The peptide sequence is RTLGVFRYK. The MHC is HLA-A26:01 with pseudo-sequence HLA-A26:01. The binding affinity (normalized) is 0.0847. (5) The peptide sequence is LMFSTSAYL. The MHC is HLA-A32:01 with pseudo-sequence HLA-A32:01. The binding affinity (normalized) is 0.421.